The task is: Predict the reactants needed to synthesize the given product.. This data is from Full USPTO retrosynthesis dataset with 1.9M reactions from patents (1976-2016). (1) Given the product [NH2:11][C@H:12]([C:14]1[N:19]=[C:18]2[CH:20]=[CH:21][N:22]([CH3:23])[C:17]2=[CH:16][C:15]=1[CH:24]1[CH2:28][CH2:27][N:26]([C:29]([O:31][C:32]([CH3:33])([CH3:35])[CH3:34])=[O:30])[CH2:25]1)[CH3:13], predict the reactants needed to synthesize it. The reactants are: C(OC([NH:11][C@H:12]([C:14]1[N:19]=[C:18]2[CH:20]=[CH:21][N:22]([CH3:23])[C:17]2=[CH:16][C:15]=1[C:24]1[CH2:25][N:26]([C:29]([O:31][C:32]([CH3:35])([CH3:34])[CH3:33])=[O:30])[CH2:27][CH:28]=1)[CH3:13])=O)C1C=CC=CC=1. (2) Given the product [NH2:20][C:12]1[CH:13]=[C:14]([CH:18]=[CH:19][C:11]=1[S:10][C:5]1[CH:6]=[CH:7][CH:8]=[CH:9][C:4]=1[C:1]([OH:3])=[O:2])[C:15]([OH:17])=[O:16], predict the reactants needed to synthesize it. The reactants are: [C:1]([C:4]1[CH:9]=[CH:8][CH:7]=[CH:6][C:5]=1[S:10][C:11]1[CH:19]=[CH:18][C:14]([C:15]([OH:17])=[O:16])=[CH:13][C:12]=1[N+:20]([O-])=O)([OH:3])=[O:2]. (3) The reactants are: N1CCC2(C=CC3C=CC=CC=3O2)CC1.[OH:16][C:17]1[CH:22]=[CH:21][CH:20]=[CH:19][C:18]=1[C:23](=[O:25])[CH3:24].[C:26]([N:33]1[CH2:38][CH2:37][C:36](=O)[CH2:35][CH2:34]1)([O:28][C:29]([CH3:32])([CH3:31])[CH3:30])=[O:27].N1CCCC1. Given the product [C:26]([N:33]1[CH2:34][CH2:35][C:36]2([CH2:24][C:23](=[O:25])[C:18]3[CH:19]=[CH:20][CH:21]=[CH:22][C:17]=3[O:16]2)[CH2:37][CH2:38]1)([O:28][C:29]([CH3:32])([CH3:31])[CH3:30])=[O:27], predict the reactants needed to synthesize it. (4) Given the product [CH2:1]1[C:5]2([CH2:11][CH2:10][CH:9]=[CH:8][CH2:7][CH2:6]2)[CH2:4][CH2:3][CH:2]1[CH2:12][OH:13], predict the reactants needed to synthesize it. The reactants are: [CH2:1]1[C:5]2([CH2:11][CH2:10][CH:9]=[CH:8][CH2:7][CH2:6]2)[CH2:4][CH2:3][CH:2]1[CH:12]=[O:13].[BH4-].[Na+].Cl.